This data is from hERG potassium channel inhibition data for cardiac toxicity prediction from Karim et al.. The task is: Regression/Classification. Given a drug SMILES string, predict its toxicity properties. Task type varies by dataset: regression for continuous values (e.g., LD50, hERG inhibition percentage) or binary classification for toxic/non-toxic outcomes (e.g., AMES mutagenicity, cardiotoxicity, hepatotoxicity). Dataset: herg_karim. (1) The drug is C[C@H]1c2c([nH]c3ccc(C(F)(F)F)cc23)C[C@H]2CCN(CCC3(C(=O)O)CCCCC3)C[C@@H]21. The result is 1 (blocker). (2) The drug is O=C(NCC1CCC(CCOc2ccccc2)CC1)c1cn[nH]c1. The result is 0 (non-blocker). (3) The compound is O=c1[nH]c2ccc(F)c(Cl)c2cc1O. The result is 0 (non-blocker).